From a dataset of Full USPTO retrosynthesis dataset with 1.9M reactions from patents (1976-2016). Predict the reactants needed to synthesize the given product. (1) The reactants are: [Cl:1][C:2]1[CH:3]=[CH:4][C:5]([O:11][CH3:12])=[C:6](B(O)O)[CH:7]=1.[Cl:13][C:14]1[CH:15]=[C:16](I)[C:17]([NH2:20])=[N:18][CH:19]=1.C(=O)([O-])[O-].[Na+].[Na+]. Given the product [Cl:13][C:14]1[CH:15]=[C:16]([C:6]2[CH:7]=[C:2]([Cl:1])[CH:3]=[CH:4][C:5]=2[O:11][CH3:12])[C:17]([NH2:20])=[N:18][CH:19]=1, predict the reactants needed to synthesize it. (2) Given the product [ClH:18].[C@@H:1]1([N:10]2[CH:17]=[N:16][C:14]([NH2:15])=[N:13][C:11]2=[O:12])[O:9][C@H:6]([CH2:7][OH:8])[C@@H:4]([OH:5])[C@H:2]1[OH:3], predict the reactants needed to synthesize it. The reactants are: [C@@H:1]1([N:10]2[CH:17]=[N:16][C:14]([NH2:15])=[N:13][C:11]2=[O:12])[O:9][C@H:6]([CH2:7][OH:8])[C@@H:4]([OH:5])[C@H:2]1[OH:3].[ClH:18].C(O)(C)C. (3) Given the product [CH3:49][O:50][C:51](=[O:62])[CH2:52][O:53][C:54]1[CH:59]=[CH:58][C:57]([O:11][CH2:10]/[CH:9]=[C:8](\[C:5]2[CH:4]=[CH:3][C:2]([I:1])=[CH:7][CH:6]=2)/[C:12]2[CH:13]=[CH:14][CH:15]=[CH:16][CH:17]=2)=[CH:56][C:55]=1[CH3:61], predict the reactants needed to synthesize it. The reactants are: [I:1][C:2]1[CH:7]=[CH:6][C:5](/[C:8](/[C:12]2[CH:17]=[CH:16][CH:15]=[CH:14][CH:13]=2)=[CH:9]\[CH2:10][OH:11])=[CH:4][CH:3]=1.C(P(CCCC)CCCC)CCC.N(C(N1CCCCC1)=O)=NC(N1CCCCC1)=O.[CH3:49][O:50][C:51](=[O:62])[CH2:52][O:53][C:54]1[CH:59]=[CH:58][C:57](O)=[CH:56][C:55]=1[CH3:61].